Dataset: CYP2D6 substrate classification data from Carbon-Mangels et al.. Task: Regression/Classification. Given a drug SMILES string, predict its absorption, distribution, metabolism, or excretion properties. Task type varies by dataset: regression for continuous measurements (e.g., permeability, clearance, half-life) or binary classification for categorical outcomes (e.g., BBB penetration, CYP inhibition). Dataset: cyp2d6_substrate_carbonmangels. (1) The molecule is CN1CCN(CC/C=C2\c3ccccc3Sc3ccc(S(=O)(=O)N(C)C)cc32)CC1. The result is 0 (non-substrate). (2) The result is 0 (non-substrate). The compound is O=C(O)c1cc(/N=N\c2ccc(S(=O)(=O)Nc3ccccn3)cc2)ccc1O. (3) The drug is Cc1ccccc1. The result is 0 (non-substrate). (4) The drug is COc1ccc([C@H](CN(C)C)C2(O)CCCCC2)cc1. The result is 1 (substrate). (5) The drug is COc1ccnc(C[S@H](=O)c2nc3ccc(OC(F)F)cc3[nH]2)c1OC. The result is 0 (non-substrate).